Dataset: Reaction yield outcomes from USPTO patents with 853,638 reactions. Task: Predict the reaction yield, written as a fraction of the theoretical maximum amount of product (1.0 means a 100% yield; for example, 0.34 means a 34% yield). (1) The reactants are FC(F)C1NC2C=CC=CC=2N=1.FC(F)C1NC2C(O[SiH3])=C(C(C)(C)C)C(C)=C(C)C=2N=1.[F:33][CH:34]([F:72])[C:35]1[N:39]([C:40]2[N:45]=[C:44]([N:46]3[CH2:51][CH2:50][O:49][C@@H:48]([CH3:52])[C@H:47]3[CH3:53])[N:43]=[C:42]([N:54]3[CH2:59][CH2:58][O:57][CH2:56][CH2:55]3)[N:41]=2)[C:38]2[CH:60]=[CH:61][C:62]([O:64][Si](C(C)(C)C)(C)C)=[CH:63][C:37]=2[N:36]=1.[F-].C([N+](CCCC)(CCCC)CCCC)CCC. The catalyst is C1COCC1.O. The product is [F:72][CH:34]([F:33])[C:35]1[N:39]([C:40]2[N:45]=[C:44]([N:46]3[CH2:51][CH2:50][O:49][C@@H:48]([CH3:52])[C@H:47]3[CH3:53])[N:43]=[C:42]([N:54]3[CH2:59][CH2:58][O:57][CH2:56][CH2:55]3)[N:41]=2)[C:38]2[CH:60]=[CH:61][C:62]([OH:64])=[CH:63][C:37]=2[N:36]=1. The yield is 0.790. (2) The reactants are [Br:1][CH2:2][C:3]1[CH:4]=[CH:5][N:6]2[C:11]=1[C:10]([Cl:12])=[N:9][CH:8]=[N:7]2.[CH3:13][CH2:14][N:15]([CH2:18][CH3:19])[CH2:16][CH3:17]. The catalyst is C1COCC1. The product is [Br-:1].[Cl:12][C:10]1[C:11]2=[C:3]([CH2:2][N+:15]([CH2:18][CH3:19])([CH2:16][CH3:17])[CH2:14][CH3:13])[CH:4]=[CH:5][N:6]2[N:7]=[CH:8][N:9]=1. The yield is 0.890. (3) The reactants are Br[C:2]1[C:10]([F:11])=[CH:9][C:8]([C:12]([NH2:14])=[O:13])=[C:7]2[C:3]=1[C:4]([CH3:19])=[C:5]([C:15]([F:18])([F:17])[F:16])[NH:6]2.[CH2:20]=[C:21]1[CH2:26][CH2:25][N:24]([C:27]([O:29][C:30]([CH3:33])([CH3:32])[CH3:31])=[O:28])[CH2:23][CH2:22]1.C1(CNCC2CCCCC2)CCCCC1. The catalyst is [Cl-].C([N+](CCCC)(CCCC)CCCC)CCC.CC(N(C)C)=O.CCOC(C)=O.[Pd](Cl)Cl.C(P(C(C)(C)C)[C-]1C=CC=C1)(C)(C)C.[C-]1(P(C(C)(C)C)C(C)(C)C)C=CC=C1.[Fe+2]. The product is [C:12]([C:8]1[CH:9]=[C:10]([F:11])[C:2]([CH:20]=[C:21]2[CH2:26][CH2:25][N:24]([C:27]([O:29][C:30]([CH3:33])([CH3:32])[CH3:31])=[O:28])[CH2:23][CH2:22]2)=[C:3]2[C:7]=1[NH:6][C:5]([C:15]([F:18])([F:17])[F:16])=[C:4]2[CH3:19])(=[O:13])[NH2:14]. The yield is 0.760. (4) The reactants are [Cl:1][C:2]1[CH:16]=[CH:15][C:5]([CH2:6][NH:7][C@H:8]([C:12]([OH:14])=[O:13])[CH:9]([CH3:11])[CH3:10])=[CH:4][CH:3]=1.[C:17](Cl)(=[O:22])[CH2:18][CH2:19][CH2:20][CH3:21].CC1NC=CN=1. No catalyst specified. The product is [Cl:1][C:2]1[CH:16]=[CH:15][C:5]([CH2:6][N:7]([C:17](=[O:22])[CH2:18][CH2:19][CH2:20][CH3:21])[C@H:8]([C:12]([OH:14])=[O:13])[CH:9]([CH3:11])[CH3:10])=[CH:4][CH:3]=1. The yield is 0.770.